This data is from Forward reaction prediction with 1.9M reactions from USPTO patents (1976-2016). The task is: Predict the product of the given reaction. (1) Given the reactants [Cl:1][C:2]1[CH:15]=[C:14]([C:16]2[S:17][C:18]([C:21]3[N:22]=[C:23]4[C:28]([Cl:29])=[CH:27][C:26]([C:30]([F:33])([F:32])[F:31])=[CH:25][N:24]4[CH:34]=3)=[N:19][N:20]=2)[C:13]([Cl:35])=[CH:12][C:3]=1[O:4][CH2:5][C@@H:6]1[CH2:10][O:9]C(=O)[NH:7]1, predict the reaction product. The product is: [NH2:7][C@H:6]([CH2:5][O:4][C:3]1[CH:12]=[C:13]([Cl:35])[C:14]([C:16]2[S:17][C:18]([C:21]3[N:22]=[C:23]4[C:28]([Cl:29])=[CH:27][C:26]([C:30]([F:32])([F:31])[F:33])=[CH:25][N:24]4[CH:34]=3)=[N:19][N:20]=2)=[CH:15][C:2]=1[Cl:1])[CH2:10][OH:9]. (2) Given the reactants Br.[C:2](=[O:5])(O)[O-].[Na+].[Br:7][CH2:8][CH2:9][CH2:10][CH2:11][CH2:12][CH2:13][CH2:14][CH2:15][CH2:16][CH2:17][CH2:18][CH2:19][CH2:20][CH2:21]CBr, predict the reaction product. The product is: [Br:7][CH2:8][CH2:9][CH2:10][CH2:11][CH2:12][CH2:13][CH2:14][CH2:15][CH2:16][CH2:17][CH2:18][CH2:19][CH2:20][CH2:21][CH2:2][OH:5].